This data is from Full USPTO retrosynthesis dataset with 1.9M reactions from patents (1976-2016). The task is: Predict the reactants needed to synthesize the given product. (1) Given the product [C:7](=[O:14])([O:11][CH2:12][CH3:13])[O:8][CH2:9][CH3:10].[C:1]1(=[O:6])[O:5][CH2:4][CH2:3][O:2]1.[F:15][P-:16]([F:21])([F:20])([F:19])([F:18])[F:17].[Li+:22], predict the reactants needed to synthesize it. The reactants are: [C:1]1(=[O:6])[O:5][CH2:4][CH2:3][O:2]1.[C:7](=[O:14])([O:11][CH2:12][CH3:13])[O:8][CH2:9][CH3:10].[F:15][P-:16]([F:21])([F:20])([F:19])([F:18])[F:17].[Li+:22]. (2) Given the product [CH:1]1([CH2:4][CH2:5][NH:6][C:7]([C:9]2[N:10]=[N:11][C:12]([N:28]3[CH2:29][CH2:30][CH:25]([C:23](=[O:24])[C:20]4[CH:19]=[CH:18][C:17]([F:16])=[CH:22][CH:21]=4)[CH2:26][CH2:27]3)=[CH:13][CH:14]=2)=[O:8])[CH2:3][CH2:2]1, predict the reactants needed to synthesize it. The reactants are: [CH:1]1([CH2:4][CH2:5][NH:6][C:7]([C:9]2[N:10]=[N:11][C:12](Cl)=[CH:13][CH:14]=2)=[O:8])[CH2:3][CH2:2]1.[F:16][C:17]1[CH:22]=[CH:21][C:20]([C:23]([CH:25]2[CH2:30][CH2:29][NH:28][CH2:27][CH2:26]2)=[O:24])=[CH:19][CH:18]=1.C(N(CC)CC)C.